This data is from Forward reaction prediction with 1.9M reactions from USPTO patents (1976-2016). The task is: Predict the product of the given reaction. (1) Given the reactants FC(F)(F)S(O[C:7]1[CH:15]=[CH:14][C:13]([C:16]2[N:17]([C:42]([O:44][C:45]([CH3:48])([CH3:47])[CH3:46])=[O:43])[C:18]3[C:23]([CH:24]=2)=[CH:22][C:21]([CH2:25][N:26]2[CH2:31][CH2:30][N:29]([CH2:32][CH2:33][O:34][Si:35]([C:38]([CH3:41])([CH3:40])[CH3:39])([CH3:37])[CH3:36])[CH2:28][CH2:27]2)=[CH:20][CH:19]=3)=[C:12]2[C:8]=1[CH2:9][NH:10][C:11]2=[O:49])(=O)=O.B1(C=C)OB([CH:58]=[CH2:59])OB(C=C)O1.C1C=CN=CC=1.C(=O)([O-])[O-].[K+].[K+].O, predict the reaction product. The product is: [CH:58]([C:7]1[CH:15]=[CH:14][C:13]([C:16]2[N:17]([C:42]([O:44][C:45]([CH3:46])([CH3:47])[CH3:48])=[O:43])[C:18]3[C:23]([CH:24]=2)=[CH:22][C:21]([CH2:25][N:26]2[CH2:31][CH2:30][N:29]([CH2:32][CH2:33][O:34][Si:35]([C:38]([CH3:41])([CH3:39])[CH3:40])([CH3:37])[CH3:36])[CH2:28][CH2:27]2)=[CH:20][CH:19]=3)=[C:12]2[C:8]=1[CH2:9][NH:10][C:11]2=[O:49])=[CH2:59]. (2) Given the reactants [NH:1]1[C:5]2[CH:6]=[CH:7][C:8]([C:10]([OH:12])=O)=[CH:9][C:4]=2[N:3]=[N:2]1.CC[N:15]=C=NCCCN(C)C.Cl.Cl.C1C=CC2N(O)N=NC=2C=1.N, predict the reaction product. The product is: [NH:1]1[C:5]2[CH:6]=[CH:7][C:8]([C:10]([NH2:15])=[O:12])=[CH:9][C:4]=2[N:3]=[N:2]1. (3) Given the reactants [Br:1][C:2]1[CH:7]=[CH:6][C:5]([C@H:8]2[C:17]3[C:12](=[CH:13][CH:14]=[C:15]([O:18][CH2:19][CH2:20][CH2:21]Cl)[CH:16]=3)[C@H:11]3[CH2:23][CH2:24][C:25](=[O:26])[N:10]3[CH2:9]2)=[CH:4][CH:3]=1.C1([C@H:33]2[C:42]3[C:37](=CC=C(OCCCN4CCCCC4)C=3)[C@H:36]3CCC(=O)[N:35]3[CH2:34]2)C=CC=CC=1, predict the reaction product. The product is: [Br:1][C:2]1[CH:7]=[CH:6][C:5]([C@H:8]2[C:17]3[C:12](=[CH:13][CH:14]=[C:15]([O:18][CH2:19][CH2:20][CH2:21][N:35]4[CH2:36][CH2:37][CH2:42][CH2:33][CH2:34]4)[CH:16]=3)[C@H:11]3[CH2:23][CH2:24][C:25](=[O:26])[N:10]3[CH2:9]2)=[CH:4][CH:3]=1.